From a dataset of Peptide-MHC class I binding affinity with 185,985 pairs from IEDB/IMGT. Regression. Given a peptide amino acid sequence and an MHC pseudo amino acid sequence, predict their binding affinity value. This is MHC class I binding data. (1) The peptide sequence is AYERMANIL. The MHC is H-2-Kd with pseudo-sequence H-2-Kd. The binding affinity (normalized) is 0.496. (2) The peptide sequence is RRARYWLTY. The MHC is HLA-B48:01 with pseudo-sequence HLA-B48:01. The binding affinity (normalized) is 0.0847. (3) The peptide sequence is AYVRYPEEF. The MHC is Mamu-B52 with pseudo-sequence Mamu-B52. The binding affinity (normalized) is 0.273.